This data is from NCI-60 drug combinations with 297,098 pairs across 59 cell lines. The task is: Regression. Given two drug SMILES strings and cell line genomic features, predict the synergy score measuring deviation from expected non-interaction effect. (1) Drug 1: C1C(C(OC1N2C=NC3=C(N=C(N=C32)Cl)N)CO)O. Drug 2: CC(C)NC(=O)C1=CC=C(C=C1)CNNC.Cl. Cell line: SF-268. Synergy scores: CSS=2.67, Synergy_ZIP=0.914, Synergy_Bliss=2.33, Synergy_Loewe=-5.90, Synergy_HSA=-1.67. (2) Drug 1: C1CN1C2=NC(=NC(=N2)N3CC3)N4CC4. Drug 2: N.N.Cl[Pt+2]Cl. Cell line: NCI-H226. Synergy scores: CSS=17.0, Synergy_ZIP=-5.08, Synergy_Bliss=-1.12, Synergy_Loewe=0.872, Synergy_HSA=1.77.